Dataset: M1 muscarinic receptor antagonist screen with 61,756 compounds. Task: Binary Classification. Given a drug SMILES string, predict its activity (active/inactive) in a high-throughput screening assay against a specified biological target. (1) The molecule is O(C(=O)C1CCCN(C1)C(=O)Cn1c(ccc1)C(=O)c1ccccc1)CC. The result is 0 (inactive). (2) The molecule is s1c(C(=O)N2CCc3c2cccc3)ccc1. The result is 0 (inactive). (3) The compound is S1(=O)(=O)CC(CC1)CC(=O)NC1CCCCC1. The result is 0 (inactive). (4) The drug is O=C1N(CCCCCC(O)=O)C(=O)CC1. The result is 0 (inactive).